This data is from Reaction yield outcomes from USPTO patents with 853,638 reactions. The task is: Predict the reaction yield, written as a fraction of the theoretical maximum amount of product (1.0 means a 100% yield; for example, 0.34 means a 34% yield). The reactants are [OH-].[Li+].[CH3:3][O:4][C:5]1[CH:10]=[CH:9][C:8]([C:11]2[O:12][C:13]3[C:14](=[C:16]([C:20]([O:22]C)=[O:21])[CH:17]=[CH:18][CH:19]=3)[N:15]=2)=[CH:7][CH:6]=1. No catalyst specified. The product is [CH3:3][O:4][C:5]1[CH:10]=[CH:9][C:8]([C:11]2[O:12][C:13]3[C:14](=[C:16]([C:20]([OH:22])=[O:21])[CH:17]=[CH:18][CH:19]=3)[N:15]=2)=[CH:7][CH:6]=1. The yield is 0.920.